Dataset: Tyrosyl-DNA phosphodiesterase HTS with 341,365 compounds. Task: Binary Classification. Given a drug SMILES string, predict its activity (active/inactive) in a high-throughput screening assay against a specified biological target. The drug is S(c1c(C(=O)Nc2cc(cc(c2)C)C)cccc1)C. The result is 0 (inactive).